Predict the reactants needed to synthesize the given product. From a dataset of Full USPTO retrosynthesis dataset with 1.9M reactions from patents (1976-2016). (1) Given the product [N:3]1([C:6]([N:16]2[CH2:17][CH2:18][N:13]([C:19]([C:21]3[CH:26]=[CH:25][CH:24]=[CH:23][C:22]=3[C:27]([F:28])([F:30])[F:29])=[O:20])[CH2:14][CH2:15]2)=[S:7])[CH:2]=[CH:1][N:5]=[CH:4]1, predict the reactants needed to synthesize it. The reactants are: [CH:1]1[N:5]=[CH:4][N:3]([C:6](N2C=NC=C2)=[S:7])[CH:2]=1.[N:13]1([C:19]([C:21]2[CH:26]=[CH:25][CH:24]=[CH:23][C:22]=2[C:27]([F:30])([F:29])[F:28])=[O:20])[CH2:18][CH2:17][NH:16][CH2:15][CH2:14]1.C(N(CC)CC)C. (2) Given the product [Br:1][C:2]1[CH:10]=[CH:9][C:5]([CH:6]([NH:8][CH2:17][C:13]2[CH:12]=[N:11][CH:16]=[CH:15][CH:14]=2)[CH3:7])=[CH:4][CH:3]=1, predict the reactants needed to synthesize it. The reactants are: [Br:1][C:2]1[CH:10]=[CH:9][C:5]([CH:6]([NH2:8])[CH3:7])=[CH:4][CH:3]=1.[N:11]1[CH:16]=[CH:15][CH:14]=[C:13]([CH:17]=O)[CH:12]=1.C(O[BH-](OC(=O)C)OC(=O)C)(=O)C.[Na+].